Dataset: Forward reaction prediction with 1.9M reactions from USPTO patents (1976-2016). Task: Predict the product of the given reaction. (1) The product is: [Cl:18][C:15]1[CH:16]=[CH:17][C:12]([S:9]([N:8]([C:7]2[C:2]([CH:41]3[C:36]4[C:35](=[CH:40][CH:39]=[CH:38][CH:37]=4)[C:34](=[O:33])[O:43]3)=[N:3][CH:4]=[C:5]([Cl:26])[CH:6]=2)[CH2:23][O:24][CH3:25])(=[O:11])=[O:10])=[CH:13][C:14]=1[C:19]([F:22])([F:21])[F:20]. Given the reactants Br[C:2]1[C:7]([N:8]([CH2:23][O:24][CH3:25])[S:9]([C:12]2[CH:17]=[CH:16][C:15]([Cl:18])=[C:14]([C:19]([F:22])([F:21])[F:20])[CH:13]=2)(=[O:11])=[O:10])=[CH:6][C:5]([Cl:26])=[CH:4][N:3]=1.C([Mg]Cl)(C)C.C[O:33][C:34](=[O:43])[C:35]1[CH:40]=[CH:39][CH:38]=[CH:37][C:36]=1[CH:41]=O, predict the reaction product. (2) Given the reactants [CH3:1][C:2]1[C:6]2[C:7]([C:11]3[CH:16]=[CH:15][CH:14]=[C:13]([N+:17]([O-:19])=[O:18])[CH:12]=3)=[CH:8][CH:9]=[CH:10][C:5]=2[O:4][C:3]=1[C:20](O)=[O:21].C(Cl)(=O)C(Cl)=O.CN(C=O)C.[CH3:34][O:35][C:36](=[O:58])[C@@H:37]([NH:41][S:42]([C:45]1[CH:50]=[CH:49][C:48]([C:51]2[CH:56]=[CH:55][C:54]([NH2:57])=[CH:53][CH:52]=2)=[CH:47][CH:46]=1)(=[O:44])=[O:43])[CH:38]([CH3:40])[CH3:39], predict the reaction product. The product is: [CH3:34][O:35][C:36](=[O:58])[C@@H:37]([NH:41][S:42]([C:45]1[CH:50]=[CH:49][C:48]([C:51]2[CH:52]=[CH:53][C:54]([NH:57][C:20]([C:3]3[O:4][C:5]4[CH:10]=[CH:9][CH:8]=[C:7]([C:11]5[CH:16]=[CH:15][CH:14]=[C:13]([N+:17]([O-:19])=[O:18])[CH:12]=5)[C:6]=4[C:2]=3[CH3:1])=[O:21])=[CH:55][CH:56]=2)=[CH:47][CH:46]=1)(=[O:44])=[O:43])[CH:38]([CH3:40])[CH3:39]. (3) Given the reactants [CH3:1][C:2]([CH3:17])([CH3:16])[C:3](=O)[CH:4]([C:9]1[CH:14]=[CH:13][CH:12]=[CH:11][CH:10]=1)[C:5](OC)=[O:6].[CH3:18][NH:19][NH2:20], predict the reaction product. The product is: [C:2]([C:3]1[C:4]([C:9]2[CH:14]=[CH:13][CH:12]=[CH:11][CH:10]=2)=[C:5]([OH:6])[N:19]([CH3:18])[N:20]=1)([CH3:17])([CH3:16])[CH3:1]. (4) Given the reactants [N:1]#[C:2]Br.[C:4]([O-:7])([O-])=O.[Na+].[Na+].O1[CH2:14][CH2:13][CH2:12][C@@H:11]1[NH:15]C, predict the reaction product. The product is: [O:7]1[CH2:4][CH2:14][CH2:13][C@@H:12]1[CH2:11][NH:15][C:2]#[N:1]. (5) The product is: [F:1][C:2]1[CH:3]=[CH:4][C:5]([C:6]([NH:8][C:9]2[N:13]([C@H:14]3[CH2:19][CH2:18][C@@H:17]([C:20](=[O:25])[NH:21][CH:22]([CH3:24])[CH3:23])[CH2:16][CH2:15]3)[C:12]3[CH:26]=[C:27]([OH:30])[CH:28]=[CH:29][C:11]=3[N:10]=2)=[O:7])=[CH:40][CH:41]=1. Given the reactants [F:1][C:2]1[CH:41]=[CH:40][C:5]([C:6]([NH:8][C:9]2[N:13]([C@H:14]3[CH2:19][CH2:18][C@@H:17]([C:20](=[O:25])[NH:21][CH:22]([CH3:24])[CH3:23])[CH2:16][CH2:15]3)[C:12]3[CH:26]=[C:27]([O:30]CC4C=CC(OC)=CC=4)[CH:28]=[CH:29][C:11]=3[N:10]=2)=[O:7])=[CH:4][CH:3]=1.C(O)(C(F)(F)F)=O, predict the reaction product.